Dataset: Catalyst prediction with 721,799 reactions and 888 catalyst types from USPTO. Task: Predict which catalyst facilitates the given reaction. (1) Reactant: [CH2:1]([C:3]([CH2:5][C:6]1[CH:11]=[CH:10][CH:9]=[CH:8][CH:7]=1)=[O:4])[CH3:2].[N:12](OC(C)(C)C)=[O:13].CC[O-].[Na+]. Product: [C:6]1([C:5](=[N:12][OH:13])[C:3](=[O:4])[CH2:1][CH3:2])[CH:11]=[CH:10][CH:9]=[CH:8][CH:7]=1. The catalyst class is: 14. (2) Reactant: [NH2:1][C:2]1[CH:17]=[C:16]([O:18][Si:19]([CH:26]([CH3:28])[CH3:27])([CH:23]([CH3:25])[CH3:24])[CH:20]([CH3:22])[CH3:21])[CH:15]=[CH:14][C:3]=1[C:4]([NH:6][C:7]1[CH:12]=[CH:11][C:10]([Cl:13])=[CH:9][CH:8]=1)=[O:5].C(N(CC)CC)C.[C:36](Cl)(=[O:40])[C:37]([CH3:39])=[CH2:38]. Product: [Cl:13][C:10]1[CH:9]=[CH:8][C:7]([NH:6][C:4](=[O:5])[C:3]2[CH:14]=[CH:15][C:16]([O:18][Si:19]([CH:23]([CH3:25])[CH3:24])([CH:26]([CH3:28])[CH3:27])[CH:20]([CH3:21])[CH3:22])=[CH:17][C:2]=2[NH:1][C:36](=[O:40])[C:37]([CH3:39])=[CH2:38])=[CH:12][CH:11]=1. The catalyst class is: 2. (3) The catalyst class is: 36. Reactant: [O:1]1[CH2:6][CH2:5][CH:4]([C:7]([N:9]2[CH2:15][C:14]3[CH:16]=[CH:17][C:18]([C:20](OC)=[O:21])=[CH:19][C:13]=3[O:12][CH2:11][C@@H:10]2[C:24]2[CH:29]=[CH:28][CH:27]=[CH:26][C:25]=2[CH3:30])=[O:8])[CH2:3][CH2:2]1.[NH2:31][OH:32].[OH-].[Na+]. Product: [OH:32][NH:31][C:20]([C:18]1[CH:17]=[CH:16][C:14]2[CH2:15][N:9]([C:7]([CH:4]3[CH2:5][CH2:6][O:1][CH2:2][CH2:3]3)=[O:8])[C@@H:10]([C:24]3[CH:29]=[CH:28][CH:27]=[CH:26][C:25]=3[CH3:30])[CH2:11][O:12][C:13]=2[CH:19]=1)=[O:21]. (4) Reactant: [CH2:1]([C:8]1([N:34]([CH3:36])[CH3:35])[CH2:13][CH2:12][C:11]([CH2:15][CH2:16][CH2:17][C:18]2[C:26]3[C:21](=[CH:22][CH:23]=[CH:24][CH:25]=3)[NH:20][C:19]=2[Si](CC)(CC)CC)([OH:14])[CH2:10][CH2:9]1)[C:2]1[CH:7]=[CH:6][CH:5]=[CH:4][CH:3]=1.O.O.O.[F-].C([N+](CCCC)(CCCC)CCCC)CCC. Product: [NH:20]1[C:21]2[C:26](=[CH:25][CH:24]=[CH:23][CH:22]=2)[C:18]([CH2:17][CH2:16][CH2:15][C:11]2([OH:14])[CH2:12][CH2:13][C:8]([CH2:1][C:2]3[CH:7]=[CH:6][CH:5]=[CH:4][CH:3]=3)([N:34]([CH3:36])[CH3:35])[CH2:9][CH2:10]2)=[CH:19]1. The catalyst class is: 7. (5) Product: [ClH:13].[NH2:1][C@@H:2]([C:7]([O:9][CH3:10])=[O:8])[CH2:3][CH:4]([CH3:6])[CH3:5]. The catalyst class is: 5. Reactant: [NH2:1][C@@H:2]([C:7]([OH:9])=[O:8])[CH2:3][CH:4]([CH3:6])[CH3:5].[C:10]([Cl:13])(=O)C.